Dataset: Catalyst prediction with 721,799 reactions and 888 catalyst types from USPTO. Task: Predict which catalyst facilitates the given reaction. (1) Reactant: Cl.[Cl:2][C:3]1[CH:4]=[C:5]2[C:9](=[CH:10][CH:11]=1)[NH:8][C:7]([C:12]([NH:14][C@@H:15]1[CH2:20][CH2:19][CH2:18][CH2:17][C@@H:16]1[NH2:21])=[O:13])=[CH:6]2.C(N(CC)CC)C.[S:29]1[CH:33]=[CH:32][CH:31]=[C:30]1[S:34](Cl)(=[O:36])=[O:35].O. Product: [Cl:2][C:3]1[CH:4]=[C:5]2[C:9](=[CH:10][CH:11]=1)[NH:8][C:7]([C:12]([NH:14][C@@H:15]1[CH2:20][CH2:19][CH2:18][CH2:17][C@@H:16]1[NH:21][S:34]([C:30]1[S:29][CH:33]=[CH:32][CH:31]=1)(=[O:36])=[O:35])=[O:13])=[CH:6]2. The catalyst class is: 9. (2) Reactant: [NH2:1][C:2]1[CH:7]=[C:6]([C:8]([O:10][CH3:11])=[O:9])[C:5]([S:12]([CH3:15])(=[O:14])=[O:13])=[CH:4][C:3]=1[N:16]1[CH2:21][CH2:20][N:19]([C:22]([O:24][C:25]([CH3:28])([CH3:27])[CH3:26])=[O:23])[C@H:18]([CH:29]([CH3:31])[CH3:30])[C:17]1=O.CCN(CC)CC.[Si](Cl)(Cl)(Cl)Cl.C([O-])(O)=O.[Na+]. Product: [CH:29]([C@H:18]1[N:19]([C:22]([O:24][C:25]([CH3:28])([CH3:26])[CH3:27])=[O:23])[CH2:20][CH2:21][N:16]2[C:3]3[CH:4]=[C:5]([S:12]([CH3:15])(=[O:13])=[O:14])[C:6]([C:8]([O:10][CH3:11])=[O:9])=[CH:7][C:2]=3[N:1]=[C:17]12)([CH3:30])[CH3:31]. The catalyst class is: 4.